This data is from Human Reference Interactome with 51,813 positive PPI pairs across 8,248 proteins, plus equal number of experimentally-validated negative pairs. The task is: Binary Classification. Given two protein amino acid sequences, predict whether they physically interact or not. Protein 1 (ENSG00000197696) has sequence MARRAGGARMFGSLLLFALLAAGVAPLSWDLPEPRSRASKIRVHSRGNLWATGHFMGKKSLEPSSPSPLGTAPHTSLRDQRLQLSHDLLGILLLKKALGVSLSRPAPQIQYRRLLVQILQK*MARRAGGARMFGSLLLFALLAAGVAPLSWDLPEPRSRASKIRVHSRGNLWATGHFMGKKSLEPSSPSPLGTAPHTSLRDQRLQLSHDLLGILLLKKALGVSLSRPAPQIQEAAGTNTAEMTPIMGQTQQRGLDCAHPGKVLNGTLLMAPSGCKS*. Protein 2 (ENSG00000121749) has sequence MCPGLYPYSSLLEYGRSMIIYEQEGVYIHSSCGKTNDQDGLISGILRVLEKDAEVIVDWRPLDDALDSSSILYARKDSSSVVEWTQAPKERGHRGSEHLNSYEAEWDMVNTVSFKRKPHTNGDAPSHRNGKSKWSFLFSLTDLKSIKQNKEGMGWSYLVFCLKDDVVLPALHFHQGDSKLLIESLEKYVVLCESPQDKRTLLVNCQNKSLSQSFENLLDEPAYGLIQKIKKDPYTATMIGFSKVTNYIFDSLRGSDPSTHQRPPSEMADFLSDAIPGLKINQQEEPGFEVITRIDLGERP.... Result: 0 (the proteins do not interact).